From a dataset of Catalyst prediction with 721,799 reactions and 888 catalyst types from USPTO. Predict which catalyst facilitates the given reaction. (1) Reactant: Cl.[CH3:2][NH2:3].C[Al](C)C.[CH3:8][O:9][C:10]1[CH:17]=[CH:16][C:13]([C:14]#[N:15])=[CH:12][CH:11]=1. Product: [CH3:8][O:9][C:10]1[CH:17]=[CH:16][C:13]([C:14]([NH:3][CH3:2])=[NH:15])=[CH:12][CH:11]=1. The catalyst class is: 648. (2) Reactant: [BH4-].[Li+].C[O:4][C:5](=O)[CH2:6][CH:7]([O:13][Si:14]([C:17]([CH3:20])([CH3:19])[CH3:18])([CH3:16])[CH3:15])[CH2:8][C:9](OC)=[O:10].[Cl-].[NH4+]. Product: [Si:14]([O:13][CH:7]([CH2:8][CH2:9][OH:10])[CH2:6][CH2:5][OH:4])([C:17]([CH3:20])([CH3:19])[CH3:18])([CH3:16])[CH3:15]. The catalyst class is: 27.